From a dataset of Reaction yield outcomes from USPTO patents with 853,638 reactions. Predict the reaction yield, written as a fraction of the theoretical maximum amount of product (1.0 means a 100% yield; for example, 0.34 means a 34% yield). (1) The reactants are [N:1]1([CH2:10][CH2:11][N:12]2[CH2:17][CH2:16][O:15][C@H:14]([CH2:18][OH:19])[CH2:13]2)[C:9]2[C:4](=[CH:5][CH:6]=[CH:7][CH:8]=2)[CH2:3][CH2:2]1.[CH3:20][O:21][C:22]1[CH:23]=[C:24](O)[CH:25]=[CH:26][CH:27]=1.C1(P(C2C=CC=CC=2)C2C=CC=CC=2)C=CC=CC=1.CCOC(/N=N/C(OCC)=O)=O. The catalyst is C1COCC1. The product is [N:1]1([CH2:10][CH2:11][N:12]2[CH2:17][CH2:16][O:15][C@H:14]([CH2:18][O:19][C:26]3[CH:25]=[CH:24][CH:23]=[C:22]([O:21][CH3:20])[CH:27]=3)[CH2:13]2)[C:9]2[C:4](=[CH:5][CH:6]=[CH:7][CH:8]=2)[CH2:3][CH2:2]1. The yield is 0.620. (2) The reactants are [CH3:1][C:2]1([C:7](OCC)=O)[CH2:6][CH2:5][CH2:4][CH2:3]1.[C:12](#[N:14])[CH3:13].[H-].[Na+].[OH-:17].[Na+].Cl.[NH2:20]O. No catalyst specified. The product is [CH3:1][C:2]1([C:7]2[CH:13]=[C:12]([NH2:14])[O:17][N:20]=2)[CH2:3][CH2:4][CH2:5][CH2:6]1. The yield is 0.700. (3) The reactants are [CH2:1]([O:4][CH2:5][C:6]1[CH:11]=[CH:10][C:9]([CH2:12]O)=[CH:8][CH:7]=1)[C:2]#[CH:3].C1(P(C2C=CC=CC=2)C2C=CC=CC=2)C=CC=CC=1.C(Cl)(Cl)(Cl)[Cl:34]. No catalyst specified. The product is [Cl:34][CH2:12][C:9]1[CH:10]=[CH:11][C:6]([CH2:5][O:4][CH2:1][C:2]#[CH:3])=[CH:7][CH:8]=1. The yield is 0.840. (4) The yield is 0.450. The product is [CH3:10][N:11]([CH3:35])[CH2:12][CH2:13][N:14]1[C:23]2[C@@:18]([CH3:33])([C@H:19]3[CH2:30][CH2:29][C@@:28]4([CH3:31])[C@@H:24]([CH2:25][CH:26]=[C:27]4[C:3]4[CH:2]=[N:1][CH:6]=[CH:5][CH:4]=4)[C@@H:20]3[CH2:21][CH:22]=2)[CH2:17][CH2:16][C:15]1=[O:34]. The catalyst is O1CCOCC1.Cl[Pd](Cl)([P](C1C=CC=CC=1)(C1C=CC=CC=1)C1C=CC=CC=1)[P](C1C=CC=CC=1)(C1C=CC=CC=1)C1C=CC=CC=1. The reactants are [N:1]1[CH:6]=[CH:5][CH:4]=[C:3](B(O)O)[CH:2]=1.[CH3:10][N:11]([CH3:35])[CH2:12][CH2:13][N:14]1[C:23]2[C@@:18]([CH3:33])([C@H:19]3[CH2:30][CH2:29][C@@:28]4([CH3:31])[C@@H:24]([CH2:25][CH:26]=[C:27]4I)[C@@H:20]3[CH2:21][CH:22]=2)[CH2:17][CH2:16][C:15]1=[O:34].O. (5) The reactants are [F:1][C:2]1[CH:7]=[CH:6][C:5]([C:8]2[O:9][C:10]3[C:16]([C:17]([OH:19])=O)=[CH:15][CH:14]=[CH:13][C:11]=3[N:12]=2)=[CH:4][CH:3]=1.C1CCC(N=C=NC2CCCCC2)CC1.Cl.Cl.[NH2:37][CH:38]1[CH:43]2[CH2:44][CH2:45][N:40]([CH2:41][CH2:42]2)[CH2:39]1.C(N(CC)CC)C. The catalyst is C(#N)C.CN(C1C=CN=CC=1)C. The product is [N:40]12[CH2:45][CH2:44][CH:43]([CH2:42][CH2:41]1)[CH:38]([NH:37][C:17]([C:16]1[C:10]3[O:9][C:8]([C:5]4[CH:4]=[CH:3][C:2]([F:1])=[CH:7][CH:6]=4)=[N:12][C:11]=3[CH:13]=[CH:14][CH:15]=1)=[O:19])[CH2:39]2. The yield is 0.700. (6) The reactants are Cl[C:2]1[CH:7]=[CH:6][C:5]([C:8]#[N:9])=[CH:4][CH:3]=1.[NH:10]1[CH2:15][CH2:14][O:13][CH2:12][CH2:11]1.CC(C)([O-])C.[Na+]. No catalyst specified. The product is [C:8]([C:5]1[CH:6]=[CH:7][C:2]([N:10]2[CH2:15][CH2:14][O:13][CH2:12][CH2:11]2)=[CH:3][CH:4]=1)#[N:9]. The yield is 0.820. (7) The reactants are [NH2:1][CH2:2][C:3]1[C:4]([F:20])=[C:5]([O:10][C:11]2[CH:12]=[C:13]([CH:16]=[C:17]([CH3:19])[CH:18]=2)[C:14]#[N:15])[C:6]([Cl:9])=[CH:7][CH:8]=1.[Br:21][C:22]1[N:23]=[C:24]([CH3:30])[NH:25][C:26]=1[C:27](O)=[O:28].CCN(C(C)C)C(C)C.C(Cl)CCl. The catalyst is C1COCC1. The product is [Br:21][C:22]1[N:23]=[C:24]([CH3:30])[NH:25][C:26]=1[C:27]([NH:1][CH2:2][C:3]1[CH:8]=[CH:7][C:6]([Cl:9])=[C:5]([O:10][C:11]2[CH:18]=[C:17]([CH3:19])[CH:16]=[C:13]([C:14]#[N:15])[CH:12]=2)[C:4]=1[F:20])=[O:28]. The yield is 0.688. (8) The reactants are C(C1C=C(OC2C=CC(NC3N=CC=CC=3C(NC3C=CC([Cl:29])=CC=3)=O)=CC=2F)C=CN=1)(=O)N.[ClH:35].[NH2:36][C:37]1[CH:42]=[C:41]([O:43][C:44]2[CH:49]=[CH:48][C:47]([NH:50][C:51]3[N:67]=[CH:66][CH:65]=[CH:64][C:52]=3[C:53]([NH:55][C:56]3[CH:61]=[CH:60][C:59](F)=[CH:58][C:57]=3F)=[O:54])=[CH:46][C:45]=2[F:68])[CH:40]=[CH:39][N:38]=1. No catalyst specified. The product is [ClH:29].[NH2:36][C:37]1[CH:42]=[C:41]([O:43][C:44]2[CH:49]=[CH:48][C:47]([NH:50][C:51]3[N:67]=[CH:66][CH:65]=[CH:64][C:52]=3[C:53]([NH:55][C:56]3[CH:61]=[CH:60][C:59]([Cl:35])=[CH:58][CH:57]=3)=[O:54])=[CH:46][C:45]=2[F:68])[CH:40]=[CH:39][N:38]=1. The yield is 0.250.